Task: Predict the reactants needed to synthesize the given product.. Dataset: Full USPTO retrosynthesis dataset with 1.9M reactions from patents (1976-2016) (1) Given the product [F:1][C:2]1[CH:11]=[C:10]2[C:5]([CH:6]=[C:7]([C@@H:15]([NH2:17])[CH3:16])[C:8]([CH2:12][CH2:13][CH3:14])=[N:9]2)=[CH:4][CH:3]=1, predict the reactants needed to synthesize it. The reactants are: [F:1][C:2]1[CH:11]=[C:10]2[C:5]([CH:6]=[C:7]([C@@H:15]([N:17]3C(=O)C4C(=CC=CC=4)C3=O)[CH3:16])[C:8]([CH2:12][CH2:13][CH3:14])=[N:9]2)=[CH:4][CH:3]=1.O.NN. (2) The reactants are: [C:1]([C:3]1[CH:8]=[CH:7][C:6]([N:9]2[CH2:14][CH2:13][N:12]([C:15]([O:17][C:18]([CH3:21])([CH3:20])[CH3:19])=[O:16])[CH2:11][CH2:10]2)=[C:5]([CH3:22])[CH:4]=1)#N.[OH-:23].[Na+].[OH2:25]. Given the product [C:18]([O:17][C:15]([N:12]1[CH2:13][CH2:14][N:9]([C:6]2[CH:7]=[CH:8][C:3]([C:1]([OH:25])=[O:23])=[CH:4][C:5]=2[CH3:22])[CH2:10][CH2:11]1)=[O:16])([CH3:21])([CH3:20])[CH3:19], predict the reactants needed to synthesize it. (3) Given the product [Cl:1][C:2]1[C:3]([N:14]2[CH2:19][CH2:18][N:17]([C:20]([O:22][C:23]([CH3:26])([CH3:25])[CH3:24])=[O:21])[CH2:16][CH2:15]2)=[N:4][CH:5]=[C:6]([C:8]2[O:9][C:10]([CH3:13])=[CH:11][N:12]=2)[CH:7]=1, predict the reactants needed to synthesize it. The reactants are: [Cl:1][C:2]1[C:3]([N:14]2[CH2:19][CH2:18][N:17]([C:20]([O:22][C:23]([CH3:26])([CH3:25])[CH3:24])=[O:21])[CH2:16][CH2:15]2)=[N:4][CH:5]=[C:6]([C:8]2[O:9][CH:10]([CH3:13])[CH2:11][N:12]=2)[CH:7]=1.C(C1C(=O)C(Cl)=C(Cl)C(=O)C=1C#N)#N. (4) Given the product [CH2:1]([C:3]1[CH:18]=[C:6]2[C:7]([C:11](=[O:17])[CH:12]([CH3:21])[C:13]([O:15][CH3:16])=[O:14])=[CH:8][CH:9]=[CH:10][N:5]2[N:4]=1)[CH3:2], predict the reactants needed to synthesize it. The reactants are: [CH2:1]([C:3]1[CH:18]=[C:6]2[C:7]([C:11](=[O:17])[CH2:12][C:13]([O:15][CH3:16])=[O:14])=[CH:8][CH:9]=[CH:10][N:5]2[N:4]=1)[CH3:2].[H-].[Na+].[CH3:21]I.[Cl-].[NH4+]. (5) Given the product [Cl:1][C:2]1[C:20]([S:21]([CH3:24])(=[O:23])=[O:22])=[CH:19][CH:18]=[CH:17][C:3]=1[CH2:4][C:5]1[CH:15]=[C:14]([F:16])[CH:13]=[CH:12][C:6]=1[O:7][CH2:8][C:9]([NH:29][S:26]([CH3:25])(=[O:28])=[O:27])=[O:10], predict the reactants needed to synthesize it. The reactants are: [Cl:1][C:2]1[C:20]([S:21]([CH3:24])(=[O:23])=[O:22])=[CH:19][CH:18]=[CH:17][C:3]=1[CH2:4][C:5]1[CH:15]=[C:14]([F:16])[CH:13]=[CH:12][C:6]=1[O:7][CH2:8][C:9](O)=[O:10].[CH3:25][S:26]([NH2:29])(=[O:28])=[O:27]. (6) Given the product [CH3:9][CH:8]([C:5]1[S:6][CH:7]=[C:3]([CH2:2][N:19]2[C:27]3[C:22](=[CH:23][CH:24]=[CH:25][CH:26]=3)[C:21]3([C:39]4[C:30](=[CH:31][C:32]5[O:37][CH2:36][CH2:35][O:34][C:33]=5[CH:38]=4)[O:29][CH2:28]3)[C:20]2=[O:40])[N:4]=1)[CH3:10], predict the reactants needed to synthesize it. The reactants are: Cl[CH2:2][C:3]1[N:4]=[C:5]([CH:8]([CH3:10])[CH3:9])[S:6][CH:7]=1.BrCC1CCCCO1.[NH:19]1[C:27]2[C:22](=[CH:23][CH:24]=[CH:25][CH:26]=2)[C:21]2([C:39]3[C:30](=[CH:31][C:32]4[O:37][CH2:36][CH2:35][O:34][C:33]=4[CH:38]=3)[O:29][CH2:28]2)[C:20]1=[O:40].N1C2C(=CC=CC=2)C2(COC3C=C4C(=CC2=3)CCO4)C1=O. (7) Given the product [Cl:17][C:18]1[C:19]([C:7]2[C:12]([F:13])=[CH:11][CH:10]=[C:9]([F:14])[N:8]=2)=[CH:20][C:21]([F:24])=[N:22][CH:23]=1, predict the reactants needed to synthesize it. The reactants are: FC(F)(F)S(O[C:7]1[C:12]([F:13])=[CH:11][CH:10]=[C:9]([F:14])[N:8]=1)(=O)=O.[Cl:17][C:18]1[C:19](B(O)O)=[CH:20][C:21]([F:24])=[N:22][CH:23]=1.C(=O)([O-])[O-].[Na+].[Na+].C(Cl)Cl. (8) Given the product [CH3:1][O:2][C:3](=[O:17])[CH:4]([CH2:19][C:20]1[CH:25]=[CH:24][N:23]=[CH:22][N:21]=1)[C:5]([NH:7][C:8]1[CH:13]=[CH:12][C:11]([S:14][CH3:15])=[CH:10][C:9]=1[F:16])=[O:6], predict the reactants needed to synthesize it. The reactants are: [CH3:1][O:2][C:3](=[O:17])[CH2:4][C:5]([NH:7][C:8]1[CH:13]=[CH:12][C:11]([S:14][CH3:15])=[CH:10][C:9]=1[F:16])=[O:6].Cl[CH2:19][C:20]1[CH:25]=[CH:24][N:23]=[CH:22][N:21]=1.[OH-].[K+]. (9) Given the product [Cl:16][C:14]1[N:15]=[C:11]([C:9]([NH:8][C@H:7]2[CH2:6][CH2:5][N:4]([C:19]3[S:20][C:21]4[C:27]([C:28]([O:30][CH2:31][CH3:32])=[O:29])=[CH:26][CH:25]=[CH:24][C:22]=4[N:23]=3)[CH2:3][C@H:2]2[NH:1][CH2:36][CH:33]2[CH2:35][CH2:34]2)=[O:10])[NH:12][C:13]=1[CH2:17][CH3:18], predict the reactants needed to synthesize it. The reactants are: [NH2:1][C@H:2]1[C@@H:7]([NH:8][C:9]([C:11]2[NH:12][C:13]([CH2:17][CH3:18])=[C:14]([Cl:16])[N:15]=2)=[O:10])[CH2:6][CH2:5][N:4]([C:19]2[S:20][C:21]3[C:27]([C:28]([O:30][CH2:31][CH3:32])=[O:29])=[CH:26][CH:25]=[CH:24][C:22]=3[N:23]=2)[CH2:3]1.[CH:33]1([CH:36]=O)[CH2:35][CH2:34]1.C(O[BH-](OC(=O)C)OC(=O)C)(=O)C.[Na+]. (10) Given the product [CH3:14][O:15][CH2:2][C:3]1[CH:4]=[C:5]([C:12]([OH:11])=[O:13])[C:6]([C:9]([OH:16])=[O:10])=[N:7][CH:8]=1, predict the reactants needed to synthesize it. The reactants are: Cl[CH2:2][C:3]1[CH:4]=[C:5]2[C:12](=[O:13])[O:11][C:9](=[O:10])[C:6]2=[N:7][CH:8]=1.[CH3:14][OH:15].[OH-:16].[Na+].